From a dataset of Catalyst prediction with 721,799 reactions and 888 catalyst types from USPTO. Predict which catalyst facilitates the given reaction. Reactant: C(OC([N:8]1[CH2:13][CH2:12][O:11][CH2:10][CH:9]1[CH2:14][N:15]1[CH2:20][CH2:19][N:18]([C:21]2[CH:26]=[CH:25][CH:24]=[C:23]([C:27]3[N:31]([CH3:32])[C:30]4[CH:33]=[CH:34][CH:35]=[CH:36][C:29]=4[N:28]=3)[CH:22]=2)[CH2:17][CH2:16]1)=O)(C)(C)C.Cl. Product: [CH3:32][N:31]1[C:30]2[CH:33]=[CH:34][CH:35]=[CH:36][C:29]=2[N:28]=[C:27]1[C:23]1[CH:24]=[CH:25][CH:26]=[C:21]([N:18]2[CH2:17][CH2:16][N:15]([CH2:14][CH:9]3[CH2:10][O:11][CH2:12][CH2:13][NH:8]3)[CH2:20][CH2:19]2)[CH:22]=1. The catalyst class is: 363.